This data is from Forward reaction prediction with 1.9M reactions from USPTO patents (1976-2016). The task is: Predict the product of the given reaction. (1) The product is: [Cl:20][C:21]1[CH:26]=[CH:25][C:24]([C:27]2[CH:28]=[C:29]([F:35])[C:30]([C:33]#[C:34][C:2]3[CH:7]=[CH:6][C:5](/[CH:8]=[C:9](\[CH3:19])/[CH2:10][N:11]4[CH2:16][CH2:15][C:14]([CH3:18])([OH:17])[CH2:13][CH2:12]4)=[CH:4][CH:3]=3)=[N:31][CH:32]=2)=[CH:23][CH:22]=1. Given the reactants I[C:2]1[CH:7]=[CH:6][C:5](/[CH:8]=[C:9](\[CH3:19])/[CH2:10][N:11]2[CH2:16][CH2:15][C:14]([CH3:18])([OH:17])[CH2:13][CH2:12]2)=[CH:4][CH:3]=1.[Cl:20][C:21]1[CH:26]=[CH:25][C:24]([C:27]2[CH:28]=[C:29]([F:35])[C:30]([C:33]#[CH:34])=[N:31][CH:32]=2)=[CH:23][CH:22]=1, predict the reaction product. (2) Given the reactants [OH:1][CH2:2][CH2:3][N:4]1[CH2:8][CH2:7][N:6]([C:9]2[C:13]([NH:14]C(=O)OC(C)(C)C)=[CH:12][N:11]([CH3:22])[N:10]=2)[C:5]1=[O:23].C(OC(=O)C)C.[ClH:30], predict the reaction product. The product is: [ClH:30].[NH2:14][C:13]1[C:9]([N:6]2[CH2:7][CH2:8][N:4]([CH2:3][CH2:2][OH:1])[C:5]2=[O:23])=[N:10][N:11]([CH3:22])[CH:12]=1. (3) Given the reactants [Cl:1][CH2:2][C:3]1[N:4]=[C:5]([C:8]2[CH:13]=[CH:12][C:11]([O:14][CH2:15][CH2:16][CH2:17][Cl:18])=[CH:10][CH:9]=2)[O:6][CH:7]=1.[Br:19]N1C(=O)CCC1=O, predict the reaction product. The product is: [Br:19][C:7]1[O:6][C:5]([C:8]2[CH:9]=[CH:10][C:11]([O:14][CH2:15][CH2:16][CH2:17][Cl:18])=[CH:12][CH:13]=2)=[N:4][C:3]=1[CH2:2][Cl:1]. (4) Given the reactants [CH3:1][C:2]1[CH:3]=[CH:4][C:5]([S:8]([OH:11])(=[O:10])=[O:9])=[CH:6][CH:7]=1.[F:12][C:13]([F:23])([F:22])[C:14]([C:18]([F:21])([F:20])[F:19])([OH:17])[CH2:15]O.Cl.C1(C)C=CC=CC=1, predict the reaction product. The product is: [F:12][C:13]([F:22])([F:23])[C:14]([C:18]([F:19])([F:21])[F:20])([OH:17])[CH2:15][O:9][S:8]([C:5]1[CH:4]=[CH:3][C:2]([CH3:1])=[CH:7][CH:6]=1)(=[O:11])=[O:10].